Dataset: Full USPTO retrosynthesis dataset with 1.9M reactions from patents (1976-2016). Task: Predict the reactants needed to synthesize the given product. Given the product [NH2:1][C:2]1[C:7]([C:8]2[CH:13]=[CH:12][C:11]([CH2:14][C:15]([NH2:17])=[O:16])=[CH:10][CH:9]=2)=[C:6]([O:18][C:19]2[CH:24]=[CH:23][C:22]([NH2:25])=[CH:21][C:20]=2[F:28])[CH:5]=[CH:4][N:3]=1, predict the reactants needed to synthesize it. The reactants are: [NH2:1][C:2]1[C:7]([C:8]2[CH:13]=[CH:12][C:11]([CH2:14][C:15]([NH2:17])=[O:16])=[CH:10][CH:9]=2)=[C:6]([O:18][C:19]2[CH:24]=[CH:23][C:22]([N+:25]([O-])=O)=[CH:21][C:20]=2[F:28])[CH:5]=[CH:4][N:3]=1.CN(C=O)C.CCO.[NH4+].[Cl-].